From a dataset of Catalyst prediction with 721,799 reactions and 888 catalyst types from USPTO. Predict which catalyst facilitates the given reaction. (1) Reactant: CN1CCCC1=O.Cl[C:9]1[N:10]([CH2:32][CH:33]2[CH2:35][CH2:34]2)[C:11]2[C:16]([N:17]=1)=[C:15]([N:18]1[CH2:23][CH2:22][O:21][CH2:20][CH2:19]1)[N:14]=[C:13]([C:24]1[C:25]([CH3:31])=[N:26][C:27]([NH2:30])=[N:28][CH:29]=1)[N:12]=2.[NH:36]1[CH2:44][CH2:43][CH:39]([C:40]([NH2:42])=[O:41])[CH2:38][CH2:37]1. Product: [NH2:30][C:27]1[N:26]=[C:25]([CH3:31])[C:24]([C:13]2[N:12]=[C:11]3[C:16]([N:17]=[C:9]([N:36]4[CH2:44][CH2:43][CH:39]([C:40]([NH2:42])=[O:41])[CH2:38][CH2:37]4)[N:10]3[CH2:32][CH:33]3[CH2:35][CH2:34]3)=[C:15]([N:18]3[CH2:23][CH2:22][O:21][CH2:20][CH2:19]3)[N:14]=2)=[CH:29][N:28]=1. The catalyst class is: 6. (2) The catalyst class is: 282. Reactant: II.[CH2:3](Br)[CH3:4].[CH2:6]([O:13][C@@H:14]([CH3:20])[CH:15]=[N:16][NH:17][CH:18]=[O:19])[C:7]1[CH:12]=[CH:11][CH:10]=[CH:9][CH:8]=1. Product: [CH2:6]([O:13][C@H:14]([C@@H:15]([NH:16][NH:17][CH:18]=[O:19])[CH2:3][CH3:4])[CH3:20])[C:7]1[CH:12]=[CH:11][CH:10]=[CH:9][CH:8]=1. (3) The catalyst class is: 652. Product: [C:13]([O:12][C:10](=[O:11])[NH:5][CH2:4][CH2:3][C@@H:2]([OH:1])[C:6]([CH3:9])([CH3:8])[CH3:7])([CH3:16])([CH3:15])[CH3:14]. Reactant: [OH:1][C@@H:2]([C:6]([CH3:9])([CH3:8])[CH3:7])[CH2:3][C:4]#[N:5].[C:10](O[C:10]([O:12][C:13]([CH3:16])([CH3:15])[CH3:14])=[O:11])([O:12][C:13]([CH3:16])([CH3:15])[CH3:14])=[O:11].[BH4-].[Na+]. (4) Reactant: FC(F)(F)C(O)=O.[Br:8][C:9]1[CH:10]=[C:11]([N:16]2[C:20](=[O:21])[O:19][N:18]=[C:17]2[C:22]2[C:23]([NH:27][CH2:28][CH2:29][NH:30][S:31]([NH:34]C(=O)OC(C)(C)C)(=[O:33])=[O:32])=[N:24][O:25][N:26]=2)[CH:12]=[CH:13][C:14]=1[F:15]. Product: [Br:8][C:9]1[CH:10]=[C:11]([N:16]2[C:20](=[O:21])[O:19][N:18]=[C:17]2[C:22]2[C:23]([NH:27][CH2:28][CH2:29][NH:30][S:31]([NH2:34])(=[O:32])=[O:33])=[N:24][O:25][N:26]=2)[CH:12]=[CH:13][C:14]=1[F:15]. The catalyst class is: 6. (5) Reactant: [CH3:1][O:2][C:3]([C:5]1[CH:10]=[CH:9][C:8]([CH2:11][C:12]([OH:14])=O)=[CH:7][CH:6]=1)=[O:4].C(Cl)(=O)C([Cl:18])=O. Product: [Cl:18][C:12](=[O:14])[CH2:11][C:8]1[CH:9]=[CH:10][C:5]([C:3]([O:2][CH3:1])=[O:4])=[CH:6][CH:7]=1. The catalyst class is: 120. (6) Reactant: F[C:2]1[CH:3]=[C:4]([CH3:11])[CH:5]=[CH:6][C:7]=1[N+:8]([O-:10])=[O:9].[C:12]([O:16][C:17](=[O:25])[NH:18][CH2:19][CH2:20][C:21]([NH2:24])([CH3:23])[CH3:22])([CH3:15])([CH3:14])[CH3:13].C(=O)([O-])[O-].[K+].[K+]. Product: [C:12]([O:16][C:17](=[O:25])[NH:18][CH2:19][CH2:20][C:21]([CH3:23])([NH:24][C:2]1[CH:3]=[C:4]([CH3:11])[CH:5]=[CH:6][C:7]=1[N+:8]([O-:10])=[O:9])[CH3:22])([CH3:15])([CH3:13])[CH3:14]. The catalyst class is: 3. (7) Reactant: [C:1]([N:8]1[CH2:13][CH2:12][CH:11]([CH2:14][NH2:15])[CH2:10][CH2:9]1)([O:3][C:4]([CH3:7])([CH3:6])[CH3:5])=[O:2].C([N:23]1[CH:27]=[CH:26][N:25]=[CH:24]1)([N:23]1[CH:27]=[CH:26][N:25]=[CH:24]1)=S.N1C=CN=C1.NC1C=[CH:38][C:37]([F:40])=[CH:36][C:35]=1[S:41](N)(=[O:43])=[O:42].CN(C1C=CC=CN=1)C.C(N=C=NC(C)C)(C)C. Product: [C:4]([O:3][C:1]([N:8]1[CH2:13][CH2:12][CH:11]([CH2:14][NH:15][C:24]2[NH:23][C:27]3[CH:26]=[CH:38][C:37]([F:40])=[CH:36][C:35]=3[S:41](=[O:43])(=[O:42])[N:25]=2)[CH2:10][CH2:9]1)=[O:2])([CH3:7])([CH3:6])[CH3:5]. The catalyst class is: 10.